This data is from Reaction yield outcomes from USPTO patents with 853,638 reactions. The task is: Predict the reaction yield, written as a fraction of the theoretical maximum amount of product (1.0 means a 100% yield; for example, 0.34 means a 34% yield). (1) The reactants are [CH2:1]([N:3]1[C:8]2[N:9]=[C:10](S(C)=O)[N:11]=[CH:12][C:7]=2[CH:6]=[CH:5][C:4]1=[O:16])[CH3:2].[F:17][C:18]1[CH:19]=[C:20]([CH:22]=[CH:23][CH:24]=1)[NH2:21]. No catalyst specified. The product is [CH2:1]([N:3]1[C:8]2[N:9]=[C:10]([NH:21][C:20]3[CH:22]=[CH:23][CH:24]=[C:18]([F:17])[CH:19]=3)[N:11]=[CH:12][C:7]=2[CH:6]=[CH:5][C:4]1=[O:16])[CH3:2]. The yield is 0.250. (2) The reactants are [CH:1]1([CH2:4][C:5]2[N:6]=[C:7]([CH3:27])[NH:8][C:9](=[O:26])[C:10]=2[CH2:11][C:12]2[CH:17]=[CH:16][C:15]([C:18]3[C:19]([C:24]#[N:25])=[CH:20][CH:21]=[CH:22][CH:23]=3)=[CH:14][CH:13]=2)[CH2:3][CH2:2]1.[C:28]1(B(O)O)[CH:33]=[CH:32][CH:31]=[CH:30][CH:29]=1.[N:37]1C=CC=CC=1.C(N(CC)CC)C.[C:50]([O:53]CC)(=[O:52])C. The catalyst is C([O-])(=O)C.[Cu+2].C([O-])(=O)C.ClCCl. The product is [CH:1]1([CH2:4][C:5]2[N:6]=[C:7]([CH3:27])[N:8]([C:28]3[CH:33]=[CH:32][CH:31]=[CH:30][CH:29]=3)[C:9](=[O:26])[C:10]=2[CH2:11][C:12]2[CH:17]=[CH:16][C:15]([C:18]3[CH:23]=[CH:22][CH:21]=[CH:20][C:19]=3[C:24]3[NH:37][C:50](=[O:52])[O:53][N:25]=3)=[CH:14][CH:13]=2)[CH2:3][CH2:2]1. The yield is 0.740. (3) The reactants are [Cl:1][C:2]1[C:3]([NH:18][C:19]2[CH:27]=[CH:26][CH:25]=[CH:24][C:20]=2[C:21]([OH:23])=O)=[CH:4][C:5]([NH:8][C:9]2[N:13]([CH:14]([CH3:16])[CH3:15])[N:12]=[C:11]([CH3:17])[CH:10]=2)=[N:6][CH:7]=1.ON1C2C=CC=CC=2N=N1.CN(C)CCCN=C=NCC.Cl.[CH3:50][O:51][NH2:52].C(N(C(C)C)CC)(C)C. The catalyst is CN(C)C=O.C(O)(=O)C.O. The product is [Cl:1][C:2]1[C:3]([NH:18][C:19]2[CH:27]=[CH:26][CH:25]=[CH:24][C:20]=2[C:21]([NH:52][O:51][CH3:50])=[O:23])=[CH:4][C:5]([NH:8][C:9]2[N:13]([CH:14]([CH3:15])[CH3:16])[N:12]=[C:11]([CH3:17])[CH:10]=2)=[N:6][CH:7]=1. The yield is 0.940.